This data is from Full USPTO retrosynthesis dataset with 1.9M reactions from patents (1976-2016). The task is: Predict the reactants needed to synthesize the given product. (1) Given the product [C:17]1([N:23]2[C:27]([CH3:28])=[C:26]([N:40]3[CH2:39][CH2:38][N:37]([C:35]([O:34][C:30]([CH3:33])([CH3:32])[CH3:31])=[O:36])[CH2:42][CH2:41]3)[N:25]=[N:24]2)[CH:22]=[CH:21][CH:20]=[CH:19][CH:18]=1, predict the reactants needed to synthesize it. The reactants are: P([O-])([O-])([O-])=O.[K+].[K+].[K+].N[C@@H]1CCCC[C@H]1N.[C:17]1([N:23]2[C:27]([CH3:28])=[C:26](I)[N:25]=[N:24]2)[CH:22]=[CH:21][CH:20]=[CH:19][CH:18]=1.[C:30]([O:34][C:35]([N:37]1[CH2:42][CH2:41][NH:40][C:39](=O)[CH2:38]1)=[O:36])([CH3:33])([CH3:32])[CH3:31]. (2) Given the product [Br:1][C:2]1[CH:12]=[CH:11][C:5]2[O:6][C:7]3[C:8](=[O:9])[NH:10][C:17]([CH2:16][NH:15][CH2:20][CH2:19][N:22]([CH3:23])[CH3:21])=[N:14][C:13]=3[C:4]=2[CH:3]=1, predict the reactants needed to synthesize it. The reactants are: [Br:1][C:2]1[CH:12]=[CH:11][C:5]([O:6][CH2:7][C:8]([NH2:10])=[O:9])=[C:4]([C:13]#[N:14])[CH:3]=1.[NH:15]1[CH2:20][CH2:19]C[CH2:17][CH2:16]1.[CH3:21][N:22](C)[CH2:23]CN.